This data is from Forward reaction prediction with 1.9M reactions from USPTO patents (1976-2016). The task is: Predict the product of the given reaction. (1) Given the reactants Cl[C:2]1[C:7]([N+:8]([O-:10])=[O:9])=[CH:6][N:5]=[C:4]2[CH:11]=[CH:12][S:13][C:3]=12.[NH:14]1[CH2:19][CH2:18][CH2:17][C@H:16]([NH:20][C:21](=[O:27])[O:22][C:23]([CH3:26])([CH3:25])[CH3:24])[CH2:15]1.CCN(C(C)C)C(C)C, predict the reaction product. The product is: [N+:8]([C:7]1[C:2]([N:14]2[CH2:19][CH2:18][CH2:17][C@H:16]([NH:20][C:21](=[O:27])[O:22][C:23]([CH3:25])([CH3:24])[CH3:26])[CH2:15]2)=[C:3]2[S:13][CH:12]=[CH:11][C:4]2=[N:5][CH:6]=1)([O-:10])=[O:9]. (2) Given the reactants [C:1]([C:3]1[CH:4]=[C:5]([C:13]2[O:17][N:16]=[C:15]([C:18]3[CH:19]=[CH:20][C:21]4[O:27][CH2:26][CH2:25][N:24]([CH2:28][CH2:29][C:30]([O:32]CC)=[O:31])[CH2:23][C:22]=4[CH:35]=3)[N:14]=2)[CH:6]=[CH:7][C:8]=1[O:9][CH:10]([CH3:12])[CH3:11])#[N:2].[OH-].[Na+], predict the reaction product. The product is: [C:1]([C:3]1[CH:4]=[C:5]([C:13]2[O:17][N:16]=[C:15]([C:18]3[CH:19]=[CH:20][C:21]4[O:27][CH2:26][CH2:25][N:24]([CH2:28][CH2:29][C:30]([OH:32])=[O:31])[CH2:23][C:22]=4[CH:35]=3)[N:14]=2)[CH:6]=[CH:7][C:8]=1[O:9][CH:10]([CH3:11])[CH3:12])#[N:2]. (3) Given the reactants [F:1][C:2]1[CH:3]=[CH:4][C:5](B(O)O)=[C:6]2[C:10]=1[C@H:9]([O:11][C:12]1[CH:25]=[CH:24][C:15]3[C@H:16]([CH2:19][C:20]([O:22][CH3:23])=[O:21])[CH2:17][O:18][C:14]=3[CH:13]=1)[CH2:8][CH2:7]2.[F:29][C:30]1[CH:35]=[C:34]([O:36][CH2:37][CH2:38][CH2:39][S:40]([CH3:43])(=[O:42])=[O:41])[C:33]([F:44])=[CH:32][C:31]=1[OH:45], predict the reaction product. The product is: [CH3:23][O:22][C:20](=[O:21])[CH2:19][C@H:16]1[C:15]2[CH:24]=[CH:25][C:12]([O:11][C@H:9]3[C:10]4[C:6](=[C:5]([O:45][C:31]5[CH:32]=[C:33]([F:44])[C:34]([O:36][CH2:37][CH2:38][CH2:39][S:40]([CH3:43])(=[O:42])=[O:41])=[CH:35][C:30]=5[F:29])[CH:4]=[CH:3][C:2]=4[F:1])[CH2:7][CH2:8]3)=[CH:13][C:14]=2[O:18][CH2:17]1. (4) Given the reactants [Br:1][C:2]1[CH:11]=[CH:10][CH:9]=[CH:8][C:3]=1[C:4]([NH:6][NH2:7])=[O:5].[C:12]1([N:18]=[C:19]=[O:20])[CH:17]=[CH:16][CH:15]=[CH:14][CH:13]=1, predict the reaction product. The product is: [Br:1][C:2]1[CH:11]=[CH:10][CH:9]=[CH:8][C:3]=1[C:4]([NH:6][NH:7][C:19]([NH:18][C:12]1[CH:17]=[CH:16][CH:15]=[CH:14][CH:13]=1)=[O:20])=[O:5].